Dataset: Full USPTO retrosynthesis dataset with 1.9M reactions from patents (1976-2016). Task: Predict the reactants needed to synthesize the given product. (1) The reactants are: [CH3:1][CH:2]1[CH2:3][N:4](C(OC(C)(C)C)=O)[CH2:5][CH2:6]/[C:7]/1=[N:8]\[O:9][CH3:10].Cl.O1CCOCC1. Given the product [CH3:10][O:9]/[N:8]=[C:7]1/[CH:2]([CH3:1])[CH2:3][NH:4][CH2:5][CH2:6]/1, predict the reactants needed to synthesize it. (2) Given the product [NH2:19][C:7]1[N:6]=[C:5]([NH:4][CH2:3][CH2:2][NH:1][C:21]2[N:26]=[CH:25][C:24]([S:27]([NH2:30])(=[O:29])=[O:28])=[CH:23][CH:22]=2)[CH:10]=[C:9]([C:11]2[CH:16]=[CH:15][CH:14]=[C:13]([CH3:17])[C:12]=2[CH3:18])[N:8]=1, predict the reactants needed to synthesize it. The reactants are: [NH2:1][CH2:2][CH2:3][NH:4][C:5]1[CH:10]=[C:9]([C:11]2[CH:16]=[CH:15][CH:14]=[C:13]([CH3:17])[C:12]=2[CH3:18])[N:8]=[C:7]([NH2:19])[N:6]=1.Cl[C:21]1[N:26]=[CH:25][C:24]([S:27]([NH2:30])(=[O:29])=[O:28])=[CH:23][CH:22]=1. (3) Given the product [C:39]([CH2:38][CH2:37][C:10]1[C:11]([CH2:15][CH2:16][CH2:17][CH2:18][CH2:19][CH2:20][O:21][C:22]2[CH:23]=[C:24]([C:31]3[CH:32]=[CH:33][CH:34]=[CH:35][CH:36]=3)[CH:25]=[C:26]([O:28][CH2:29][CH3:30])[CH:27]=2)=[CH:12][CH:13]=[CH:14][C:9]=1[O:8][CH2:7][CH2:6][CH2:5][C:4]([OH:44])=[O:3])([OH:41])=[O:40], predict the reactants needed to synthesize it. The reactants are: C([O:3][C:4](=[O:44])[CH2:5][CH2:6][CH2:7][O:8][C:9]1[CH:14]=[CH:13][CH:12]=[C:11]([CH2:15][CH2:16][CH2:17][CH2:18][CH2:19][CH2:20][O:21][C:22]2[CH:23]=[C:24]([C:31]3[CH:36]=[CH:35][CH:34]=[CH:33][CH:32]=3)[CH:25]=[C:26]([O:28][CH2:29][CH3:30])[CH:27]=2)[C:10]=1[CH2:37][CH2:38][C:39]([O:41]CC)=[O:40])C.[OH-].[Na+]. (4) The reactants are: [N:1]1[C:10]2[C:5](=[CH:6][C:7]([NH2:11])=[CH:8][CH:9]=2)[CH:4]=[CH:3][CH:2]=1.[Br-:12].[Br-].[Br-].C([N+](CCCC)(CCCC)CCCC)CCC.C([N+](CCCC)(CCCC)CCCC)CCC.C([N+](CCCC)(CCCC)CCCC)CCC.S([O-])([O-])(=O)=S.[Na+].[Na+]. Given the product [Br:12][C:6]1[C:7]([NH2:11])=[CH:8][CH:9]=[C:10]2[C:5]=1[CH:4]=[CH:3][CH:2]=[N:1]2, predict the reactants needed to synthesize it. (5) Given the product [CH:1]1([CH2:10][C@@H:9]([OH:8])[C:11]([O:13][CH3:14])=[O:12])[CH2:5][CH2:4][CH2:3][CH2:2]1, predict the reactants needed to synthesize it. The reactants are: [CH:1]1([Mg]Br)[CH2:5][CH2:4][CH2:3][CH2:2]1.[O:8]1[CH2:10][C@@H:9]1[C:11]([O:13][CH3:14])=[O:12].